This data is from Reaction yield outcomes from USPTO patents with 853,638 reactions. The task is: Predict the reaction yield, written as a fraction of the theoretical maximum amount of product (1.0 means a 100% yield; for example, 0.34 means a 34% yield). (1) The catalyst is CN(C)C=O.C(O)C.O. The yield is 0.280. The reactants are [CH2:1]([O:3][C:4](=[O:12])[CH:5]([CH3:11])[C:6]([O:8]CC)=[O:7])[CH3:2].[H-].[Na+].I[CH2:16][CH2:17][C:18]1[S:19][CH:20]=[C:21]([C:23]#[C:24][CH2:25][CH2:26][CH2:27][C:28]2[CH:33]=[CH:32][CH:31]=[CH:30][CH:29]=2)[CH:22]=1.Cl.[OH-].[K+]. The product is [CH2:1]([O:3][C:4](=[O:12])[C:5]([CH2:16][CH2:17][C:18]1[S:19][CH:20]=[C:21]([C:23]#[C:24][CH2:25][CH2:26][CH2:27][C:28]2[CH:33]=[CH:32][CH:31]=[CH:30][CH:29]=2)[CH:22]=1)([CH3:11])[C:6]([OH:8])=[O:7])[CH3:2]. (2) The reactants are [H-].[Na+].[C:3]([O:9][CH3:10])(=[O:8])[C:4]([O:6]C)=O.[CH2:11]([O:18][CH2:19][CH2:20][CH2:21][CH2:22][CH2:23][CH2:24][CH2:25][CH2:26][CH2:27][CH2:28][CH2:29]/[CH:30]=[CH:31]\[CH2:32][CH2:33][CH2:34][CH2:35][C:36]([O:38][CH3:39])=[O:37])[C:12]1[CH:17]=[CH:16][CH:15]=[CH:14][CH:13]=1.Cl. The catalyst is C1COCC1.O.CO. The product is [CH2:11]([O:18][CH2:19][CH2:20][CH2:21][CH2:22][CH2:23][CH2:24][CH2:25][CH2:26][CH2:27][CH2:28][CH2:29]/[CH:30]=[CH:31]\[CH2:32][CH2:33][CH2:34][CH:35]([C:36]([O:38][CH3:39])=[O:37])[C:4](=[O:6])[C:3]([O:9][CH3:10])=[O:8])[C:12]1[CH:17]=[CH:16][CH:15]=[CH:14][CH:13]=1. The yield is 0.850. (3) The reactants are [NH:1]1[CH:5]=[C:4]([B:6]2[O:14][C:11]([CH3:13])([CH3:12])[C:8]([CH3:10])([CH3:9])[O:7]2)[CH:3]=[N:2]1.C1OCCOCCOCCOCCOCCOC1.Cl[C:34]([F:39])([F:38])C([O-])=O.[Na+]. The catalyst is C(#N)C. The product is [F:38][CH:34]([F:39])[N:2]1[CH:3]=[C:4]([B:6]2[O:7][C:8]([CH3:9])([CH3:10])[C:11]([CH3:13])([CH3:12])[O:14]2)[CH:5]=[N:1]1. The yield is 0.840. (4) The catalyst is C(O)(C)C. The yield is 0.590. The reactants are [CH3:1][S:2]([C:5]1[CH:10]=[CH:9][C:8]([NH:11][C:12]([C:14]2[CH:19]=[CH:18][CH:17]=[CH:16][CH:15]=2)=[NH:13])=[CH:7][CH:6]=1)(=[O:4])=[O:3].C(=O)(O)[O-].[Na+].Br[CH2:26][C:27](=[O:32])[C:28]([F:31])([F:30])[F:29]. The product is [OH:32][C:27]1([C:28]([F:31])([F:30])[F:29])[CH2:26][N:11]([C:8]2[CH:7]=[CH:6][C:5]([S:2]([CH3:1])(=[O:3])=[O:4])=[CH:10][CH:9]=2)[C:12]([C:14]2[CH:19]=[CH:18][CH:17]=[CH:16][CH:15]=2)=[N:13]1. (5) The reactants are [NH2:1][C:2]1[CH:7]=[CH:6][C:5]([OH:8])=[CH:4][C:3]=1[N+:9]([O-:11])=[O:10].C(=O)([O-])[O-].[Cs+].[Cs+].[O:18]1[CH2:21][CH:20](OS(C2C=CC(C)=CC=2)(=O)=O)[CH2:19]1. The catalyst is CN(C=O)C. The product is [N+:9]([C:3]1[CH:4]=[C:5]([O:8][CH:20]2[CH2:21][O:18][CH2:19]2)[CH:6]=[CH:7][C:2]=1[NH2:1])([O-:11])=[O:10]. The yield is 0.710. (6) The reactants are [CH3:1][C:2]1[C:6]([CH2:7][N:8]2[CH:12]=[C:11]([N:13]3[C:17](=[O:18])[CH2:16][NH:15][C:14]3=[O:19])[CH:10]=[N:9]2)=[C:5]([CH3:20])[O:4][N:3]=1.[CH:21](=O)[C:22]1[CH:27]=[CH:26][CH:25]=[CH:24][CH:23]=1.C([O-])(=O)C.[Na+]. The catalyst is C(O)(=O)C.O. The product is [CH:21](=[C:16]1/[C:17](=[O:18])[N:13]([C:11]2[CH:10]=[N:9][N:8]([CH2:7][C:6]3[C:2]([CH3:1])=[N:3][O:4][C:5]=3[CH3:20])[CH:12]=2)[C:14](=[O:19])[NH:15]/1)\[C:22]1[CH:27]=[CH:26][CH:25]=[CH:24][CH:23]=1. The yield is 0.480. (7) The product is [CH3:26][C:20]1[CH:21]=[C:22]([CH3:25])[CH:23]=[CH:24][C:19]=1[C:18]([N:10]([C@H:11]1[CH2:12][CH2:13][C@H:14]([OH:17])[CH2:15][CH2:16]1)[C:9]1[CH:8]=[C:7]([C:28]#[C:29][C:30]([CH3:33])([CH3:32])[CH3:31])[S:6][C:5]=1[C:3]([OH:4])=[O:2])=[O:27]. The reactants are C[O:2][C:3]([C:5]1[S:6][C:7]([C:28]#[C:29][C:30]([CH3:33])([CH3:32])[CH3:31])=[CH:8][C:9]=1[N:10]([C:18](=[O:27])[C:19]1[CH:24]=[CH:23][C:22]([CH3:25])=[CH:21][C:20]=1[CH3:26])[C@H:11]1[CH2:16][CH2:15][C@H:14]([OH:17])[CH2:13][CH2:12]1)=[O:4].C1COCC1.[H-].[OH-].[Li+].Cl. The yield is 0.450. The catalyst is O.CO. (8) The reactants are [Br:1][C:2]1[CH:9]=[C:8]([C:10]([OH:12])=[O:11])[CH:7]=[C:6]([Br:13])[C:3]=1[CH2:4][NH2:5].C([O-])([O-])=O.[Na+].[Na+].[C:20](ON1C(=O)CCC1=O)([O:22][CH2:23][CH:24]1[C:36]2[C:31](=[CH:32][CH:33]=[CH:34][CH:35]=2)[C:30]2[C:25]1=[CH:26][CH:27]=[CH:28][CH:29]=2)=[O:21]. The catalyst is O1CCOCC1. The product is [C:20]([NH:5][CH2:4][C:3]1[C:2]([Br:1])=[CH:9][C:8]([C:10]([OH:12])=[O:11])=[CH:7][C:6]=1[Br:13])([O:22][CH2:23][CH:24]1[C:25]2[C:30](=[CH:29][CH:28]=[CH:27][CH:26]=2)[C:31]2[C:36]1=[CH:35][CH:34]=[CH:33][CH:32]=2)=[O:21]. The yield is 0.870. (9) The reactants are Cl[C:2]1[CH:7]=[CH:6][N:5]=[C:4]([N:8]2[C:20](=[O:21])[C:19]3[N:11]([C:12]4[C@H:13]5[CH2:22][C@@H:16]([C:17]=4[CH:18]=3)[CH2:15][CH2:14]5)[CH2:10][CH2:9]2)[C:3]=1[CH:23]=[O:24].[CH3:25][N:26]1[CH:31]=[C:30](B2OC(C)(C)C(C)(C)O2)[CH:29]=[C:28]([NH:41][C:42]2[CH:47]=[CH:46][C:45]([N:48]3[CH2:53][CH2:52][N:51]([CH:54]4[CH2:57][O:56][CH2:55]4)[CH2:50][C@@H:49]3[CH3:58])=[CH:44][N:43]=2)[C:27]1=[O:59].C([O-])(=O)C.[Na+]. The catalyst is C1C=CC(P(C2C=CC=CC=2)[C-]2C=CC=C2)=CC=1.C1C=CC(P(C2C=CC=CC=2)[C-]2C=CC=C2)=CC=1.Cl[Pd]Cl.[Fe+2].O.C(#N)C. The product is [CH3:25][N:26]1[C:27](=[O:59])[C:28]([NH:41][C:42]2[CH:47]=[CH:46][C:45]([N:48]3[CH2:53][CH2:52][N:51]([CH:54]4[CH2:55][O:56][CH2:57]4)[CH2:50][C@@H:49]3[CH3:58])=[CH:44][N:43]=2)=[CH:29][C:30]([C:2]2[CH:7]=[CH:6][N:5]=[C:4]([N:8]3[C:20](=[O:21])[C:19]4[N:11]([C:12]5[C@H:13]6[CH2:22][C@@H:16]([C:17]=5[CH:18]=4)[CH2:15][CH2:14]6)[CH2:10][CH2:9]3)[C:3]=2[CH:23]=[O:24])=[CH:31]1. The yield is 0.440.